From a dataset of NCI-60 drug combinations with 297,098 pairs across 59 cell lines. Regression. Given two drug SMILES strings and cell line genomic features, predict the synergy score measuring deviation from expected non-interaction effect. (1) Drug 1: CC12CCC3C(C1CCC2=O)CC(=C)C4=CC(=O)C=CC34C. Drug 2: CCC1(CC2CC(C3=C(CCN(C2)C1)C4=CC=CC=C4N3)(C5=C(C=C6C(=C5)C78CCN9C7C(C=CC9)(C(C(C8N6C)(C(=O)OC)O)OC(=O)C)CC)OC)C(=O)OC)O.OS(=O)(=O)O. Cell line: HT29. Synergy scores: CSS=79.6, Synergy_ZIP=1.69, Synergy_Bliss=-1.15, Synergy_Loewe=-17.9, Synergy_HSA=0.549. (2) Drug 1: CC12CCC3C(C1CCC2=O)CC(=C)C4=CC(=O)C=CC34C. Drug 2: CN1C2=C(C=C(C=C2)N(CCCl)CCCl)N=C1CCCC(=O)O.Cl. Cell line: UACC62. Synergy scores: CSS=35.8, Synergy_ZIP=-0.492, Synergy_Bliss=0.657, Synergy_Loewe=0.667, Synergy_HSA=1.11. (3) Drug 1: CN(CC1=CN=C2C(=N1)C(=NC(=N2)N)N)C3=CC=C(C=C3)C(=O)NC(CCC(=O)O)C(=O)O. Drug 2: C1CN1P(=S)(N2CC2)N3CC3. Cell line: OVCAR-5. Synergy scores: CSS=43.5, Synergy_ZIP=5.55, Synergy_Bliss=9.39, Synergy_Loewe=-27.6, Synergy_HSA=6.82. (4) Drug 1: COC1=C(C=C2C(=C1)N=CN=C2NC3=CC(=C(C=C3)F)Cl)OCCCN4CCOCC4. Drug 2: C#CCC(CC1=CN=C2C(=N1)C(=NC(=N2)N)N)C3=CC=C(C=C3)C(=O)NC(CCC(=O)O)C(=O)O. Cell line: OVCAR3. Synergy scores: CSS=29.6, Synergy_ZIP=-5.78, Synergy_Bliss=2.14, Synergy_Loewe=2.09, Synergy_HSA=1.97. (5) Drug 1: CC12CCC3C(C1CCC2=O)CC(=C)C4=CC(=O)C=CC34C. Drug 2: CN(C(=O)NC(C=O)C(C(C(CO)O)O)O)N=O. Cell line: SK-OV-3. Synergy scores: CSS=30.7, Synergy_ZIP=-0.473, Synergy_Bliss=0.0414, Synergy_Loewe=-13.5, Synergy_HSA=0.919. (6) Drug 1: CC(C)NC(=O)C1=CC=C(C=C1)CNNC.Cl. Drug 2: C1C(C(OC1N2C=NC(=NC2=O)N)CO)O. Cell line: SF-295. Synergy scores: CSS=0.303, Synergy_ZIP=5.74, Synergy_Bliss=-3.09, Synergy_Loewe=-2.03, Synergy_HSA=-2.03. (7) Drug 1: CC12CCC(CC1=CCC3C2CCC4(C3CC=C4C5=CN=CC=C5)C)O. Drug 2: CC1=C(C=C(C=C1)NC2=NC=CC(=N2)N(C)C3=CC4=NN(C(=C4C=C3)C)C)S(=O)(=O)N.Cl. Cell line: RXF 393. Synergy scores: CSS=17.6, Synergy_ZIP=-3.67, Synergy_Bliss=2.70, Synergy_Loewe=-4.52, Synergy_HSA=4.85. (8) Drug 1: CN(CC1=CN=C2C(=N1)C(=NC(=N2)N)N)C3=CC=C(C=C3)C(=O)NC(CCC(=O)O)C(=O)O. Drug 2: CCC1(CC2CC(C3=C(CCN(C2)C1)C4=CC=CC=C4N3)(C5=C(C=C6C(=C5)C78CCN9C7C(C=CC9)(C(C(C8N6C=O)(C(=O)OC)O)OC(=O)C)CC)OC)C(=O)OC)O.OS(=O)(=O)O. Cell line: SF-268. Synergy scores: CSS=53.4, Synergy_ZIP=-7.67, Synergy_Bliss=-4.99, Synergy_Loewe=-16.2, Synergy_HSA=-6.37.